From a dataset of Full USPTO retrosynthesis dataset with 1.9M reactions from patents (1976-2016). Predict the reactants needed to synthesize the given product. (1) Given the product [CH2:21]([N:18]1[CH2:19][CH2:20][CH:15]([NH:14][C:2]2[CH:3]=[C:4]([CH:9]3[O:13][CH2:12][CH2:11][O:10]3)[CH:5]=[CH:6][C:7]=2[F:8])[CH2:16][CH2:17]1)[C:22]1[CH:23]=[CH:24][CH:25]=[CH:26][CH:27]=1, predict the reactants needed to synthesize it. The reactants are: Br[C:2]1[CH:3]=[C:4]([CH:9]2[O:13][CH2:12][CH2:11][O:10]2)[CH:5]=[CH:6][C:7]=1[F:8].[NH2:14][CH:15]1[CH2:20][CH2:19][N:18]([CH2:21][C:22]2[CH:27]=[CH:26][CH:25]=[CH:24][CH:23]=2)[CH2:17][CH2:16]1.C1C=CC(P(C2C(C3C(P(C4C=CC=CC=4)C4C=CC=CC=4)=CC=C4C=3C=CC=C4)=C3C(C=CC=C3)=CC=2)C2C=CC=CC=2)=CC=1.CC(C)([O-])C.[Na+]. (2) Given the product [C:17]([O:16][C:14]([N:4]1[CH2:3][CH2:2][N:1]([C:7]2[CH:8]=[CH:9][C:10]([OH:13])=[CH:11][CH:12]=2)[CH2:6][CH2:5]1)=[O:15])([CH3:20])([CH3:19])[CH3:18], predict the reactants needed to synthesize it. The reactants are: [N:1]1([C:7]2[CH:12]=[CH:11][C:10]([OH:13])=[CH:9][CH:8]=2)[CH2:6][CH2:5][NH:4][CH2:3][CH2:2]1.[C:14](O[C:14]([O:16][C:17]([CH3:20])([CH3:19])[CH3:18])=[O:15])([O:16][C:17]([CH3:20])([CH3:19])[CH3:18])=[O:15]. (3) Given the product [CH2:1]([O:8][C:9]1[CH:14]=[C:13](/[CH:24]=[CH:25]/[CH2:26][CH2:27][CH2:28][CH3:29])[CH:12]=[CH:11][C:10]=1[N:16]1[S:20](=[O:22])(=[O:21])[NH:19][C:18](=[O:23])[CH2:17]1)[C:2]1[CH:7]=[CH:6][CH:5]=[CH:4][CH:3]=1, predict the reactants needed to synthesize it. The reactants are: [CH2:1]([O:8][C:9]1[CH:14]=[C:13](I)[CH:12]=[CH:11][C:10]=1[N:16]1[S:20](=[O:22])(=[O:21])[NH:19][C:18](=[O:23])[CH2:17]1)[C:2]1[CH:7]=[CH:6][CH:5]=[CH:4][CH:3]=1.[CH:24](/B(O)O)=[CH:25]\[CH2:26][CH2:27][CH2:28][CH3:29].C([O-])([O-])=O.[Na+].[Na+].